Dataset: Full USPTO retrosynthesis dataset with 1.9M reactions from patents (1976-2016). Task: Predict the reactants needed to synthesize the given product. Given the product [C:15]([NH:1][CH2:2][C:3]1[CH:4]=[C:5]([Sn:10]([CH3:13])([CH3:12])[CH3:11])[CH:6]=[CH:7][C:8]=1[F:9])(=[O:16])[CH3:14], predict the reactants needed to synthesize it. The reactants are: [NH2:1][CH2:2][C:3]1[CH:4]=[C:5]([Sn:10]([CH3:13])([CH3:12])[CH3:11])[CH:6]=[CH:7][C:8]=1[F:9].[CH3:14][C:15](OC(C)=O)=[O:16].CCN(CC)CC.CCOC(C)=O.O.